The task is: Regression. Given a target protein amino acid sequence and a drug SMILES string, predict the binding affinity score between them. We predict pIC50 (pIC50 = -log10(IC50 in M); higher means more potent). Dataset: bindingdb_ic50.. This data is from Drug-target binding data from BindingDB using IC50 measurements. (1) The small molecule is CC(c1cccc(-c2cc(C(C)(C)S(C)(=O)=O)cc3cccnc23)c1)N(C(=O)c1ccc(F)cc1)c1ccc(S(C)(=O)=O)cc1. The target protein (Q08493) has sequence MENLGVGEGAEACSRLSRSRGRHSMTRAPKHLWRQPRRPIRIQQRFYSDPDKSAGCRERDLSPRPELRKSRLSWPVSSCRRFDLENGLSCGRRALDPQSSPGLGRIMQAPVPHSQRRESFLYRSDSDYELSPKAMSRNSSVASDLHGEDMIVTPFAQVLASLRTVRSNVAALARQQCLGAAKQGPVGNPSSSNQLPPAEDTGQKLALETLDELDWCLDQLETLQTRHSVGEMASNKFKRILNRELTHLSETSRSGNQVSEYISRTFLDQQTEVELPKVTAEEAPQPMSRISGLHGLCHSASLSSATVPRFGVQTDQEEQLAKELEDTNKWGLDVFKVAELSGNRPLTAIIFSIFQERDLLKTFQIPADTLATYLLMLEGHYHANVAYHNSLHAADVAQSTHVLLATPALEAVFTDLEILAALFASAIHDVDHPGVSNQFLINTNSELALMYNDASVLENHHLAVGFKLLQAENCDIFQNLSAKQRLSLRRMVIDMVLATD.... The pIC50 is 7.3. (2) The compound is CCCCCCOC(=O)N=C(N)c1ccc(NCc2nc3cc(C(=O)N(CCC(=O)OCC)c4ccccn4)ccc3n2C)cc1. The target protein sequence is QELLCAASLISDRWVLTAAHCLLYPPWDKNFTVNDILVRIGKYARSRYERNMEKISTLEKIIIHPGYNWRENLDRDIALMKLKKPVAFSDYIHPVCLPDKQIVTSLLQAGHKGRVTGWGNLKEMWTVNMNEVQPSVLQMVNLPLVERPICKASTGIRVTDNMFCAGYKPEEGKRGDACEGDSGGPFVMKNPYNNRWYQMGIVSWGEGCDRDGKYGFYTHVFRLKKWIRKMVDRFG. The pIC50 is 6.3. (3) The compound is Cc1nc2ccccc2c(=O)n1N=Cc1ccc(O)c(O)c1O. The target protein (O75475) has sequence MTRDFKPGDLIFAKMKGYPHWPARVDEVPDGAVKPPTNKLPIFFFGTHETAFLGPKDIFPYSENKEKYGKPNKRKGFNEGLWEIDNNPKVKFSSQQAATKQSNASSDVEVEEKETSVSKEDTDHEEKASNEDVTKAVDITTPKAARRGRKRKAEKQVETEEAGVVTTATASVNLKVSPKRGRPAATEVKIPKPRGRPKMVKQPCPSESDIITEEDKSKKKGQEEKQPKKQPKKDEEGQKEEDKPRKEPDKKEGKKEVESKRKNLAKTGVTSTSDSEEEGDDQEGEKKRKGGRNFQTAHRRNMLKGQHEKEAADRKRKQEEQMETEQQNKDEGKKPEVKKVEKKRETSMDSRLQRIHAEIKNSLKIDNLDVNRCIEALDELASLQVTMQQAQKHTEMITTLKKIRRFKVSQVIMEKSTMLYNKFKNMFLVGEGDSVITQVLNKSLAEQRQHEEANKTKDQGKKGPNKKLEKEQTGSKTLNGGSDAQDGNQPQHNGESNEDS.... The pIC50 is 5.9. (4) The compound is CS(=O)(=O)N1CCC(C(O)c2cncnc2Sc2ccc(F)cc2)CC1. The target protein (P15539) has sequence MALRVTADVWLARPWQCLHRTRALGTTATLAPKTLQPFEAIPQYSRNKWLKMIQILREQGQENLHLEMHQVFRELGPIFRHSVGKTQIVSVMLPEDAEKLHQVESMLPRRMHLEPWVAHRELRGLRRGVFLLNGPEWRLNRLRLNRNVLSPKAVQKFVPMVDMVARDFLETLKEKVLQNARGSLTMDVQQSLFNYTIEASNFALFGERLGLLGHDLSPGSLKFIHALHSMFKSTSQLLFLPKSLTRWTSTRVWKEHFDAWDVISEYANRCIWKVHQELRLGSSQTYSGIVAELISQGSLPLDAIKANSMELTAGSVDTTAIPLVMTLFELARNPDVQKALRQESLAAEASIAANPQKAMSDLPLLRAALKETLRLYPVGGFLERILSSDLVLQNYHVPAGTLVLLYLYSMGRNPAVFPRPERYMPQRWLERKRSFQHLAFGFGVRQCLGRRLAEVEMMLLLHHILKTFQVETLRQEDVQMAYRFVLMPSSSPVLTFRPVS.... The pIC50 is 6.6. (5) The small molecule is CSCC[C@H](NC(=O)[C@H](Cc1ccc(S(=O)(=O)O)cc1)NC(C)=O)C(=O)NCC(=O)N[C@@H](Cc1c[nH]c2ccccc12)C(=O)N[C@@H](CCSC)C(=O)N1CSC(C)(C)[C@@H]1C(=O)N[C@@H](Cc1ccccc1)C(N)=O. The target protein (P79266) has sequence MELLKPNRSVLGSGPGPGASLCRSGGPLLNGSGTGNLSCEPPRIRGAGTRELELAIRVTLYAVIFLMSVGGNVLIIVVLGLSRRLRTVTNAFLLSLAVSDLLLAVACMPFTLLPNLMGTFIFGTVVCKAVSYFMGVSVSVSTLSLVAIALERYSAICRPLQARVWQTRSHAARVIVATWMLSGLLMVPYPVYTAVQPAGPRVLQCMHRWPSARVRQTWSVLLLLLLFFVPGVVMAVAYGLISRELYLGLRFDGDSDSESQSRVGSQGGLPGGTGQGPAQANGRCRSETRLAGEDGDGCYVQLPRSRPALEMSALTAPTPGPGSGTRPAQAKLLAKKRVVRMLLVIVVLFFLCWLPVYSANTWRAFDGPGAHRALSGAPISFIHLLTYASACVNPLVYCFMHRRFRQACLDTCTRCCPRPPRARPRPLPDEDPPTPSIASLSRLSYTTISTLGPG. The pIC50 is 5.6.